This data is from Forward reaction prediction with 1.9M reactions from USPTO patents (1976-2016). The task is: Predict the product of the given reaction. (1) Given the reactants [NH:1]1[CH2:11][CH2:10][CH:4]([C:5]([O:7][CH2:8][CH3:9])=[O:6])[CH2:3][CH2:2]1.[C:12]([O:16][C:17](O[C:17]([O:16][C:12]([CH3:15])([CH3:14])[CH3:13])=[O:18])=[O:18])([CH3:15])([CH3:14])[CH3:13], predict the reaction product. The product is: [CH2:8]([O:7][C:5]([CH:4]1[CH2:3][CH2:2][N:1]([C:17]([O:16][C:12]([CH3:15])([CH3:14])[CH3:13])=[O:18])[CH2:11][CH2:10]1)=[O:6])[CH3:9]. (2) Given the reactants C[Si](C)(C)[O:3][C:4]1([C:11]#[N:12])[CH2:10][CH2:9][CH2:8][CH2:7][CH2:6][CH2:5]1.[H-].[Al+3].[Li+].[H-].[H-].[H-], predict the reaction product. The product is: [NH2:12][CH2:11][C:4]1([OH:3])[CH2:10][CH2:9][CH2:8][CH2:7][CH2:6][CH2:5]1. (3) Given the reactants [NH:1]1[CH2:5][CH2:4][CH2:3][C@@H:2]1[C:6]([OH:8])=O.N[C@H:10](CC)C(O)=O.N[C@H](CC)C(OC)=O.COC(C1CCCN1)=O.[Cl:33][C:34]1[N:39]=[C:38](Cl)[C:37]([N+:41]([O-])=O)=[CH:36][N:35]=1, predict the reaction product. The product is: [Cl:33][C:34]1[N:39]=[CH:38][C:37]2[N:41]([CH3:10])[C:6](=[O:8])[C@H:2]3[CH2:3][CH2:4][CH2:5][N:1]3[C:36]=2[N:35]=1. (4) Given the reactants C1([O:7][C:8](=O)[NH:9][C:10]2[N:11]([C:19]3[CH:24]=[CH:23][CH:22]=[C:21]([F:25])[CH:20]=3)[N:12]=[C:13]([C:15]([CH3:18])([CH3:17])[CH3:16])[CH:14]=2)C=CC=CC=1.[CH3:27][NH:28][C:29]([C:31]1[CH:36]=[C:35]([S:37][C:38]2[CH:43]=[CH:42][C:41]([NH2:44])=[CH:40][CH:39]=2)[CH:34]=[CH:33][N:32]=1)=[O:30].C(N(CC)CC)C, predict the reaction product. The product is: [CH3:27][NH:28][C:29]([C:31]1[CH:36]=[C:35]([S:37][C:38]2[CH:43]=[CH:42][C:41]([NH:44][C:8]([NH:9][C:10]3[N:11]([C:19]4[CH:24]=[CH:23][CH:22]=[C:21]([F:25])[CH:20]=4)[N:12]=[C:13]([C:15]([CH3:16])([CH3:17])[CH3:18])[CH:14]=3)=[O:7])=[CH:40][CH:39]=2)[CH:34]=[CH:33][N:32]=1)=[O:30]. (5) Given the reactants [CH3:1][O:2][C:3](=[O:59])[NH:4][CH:5]([C:9]([N:11]1[CH2:15][CH2:14][CH2:13][CH:12]1[C:16]1[NH:20][C:19]2[C:21]3[C:26]([CH:27]=[CH:28][C:18]=2[N:17]=1)=[CH:25][C:24]([C:29]1[CH:38]=[CH:37][C:36]2[C:31](=[CH:32][CH:33]=[C:34]([C:39]4[NH:40][C:41]([CH:44]5[CH2:48][CH2:47][CH2:46][N:45]5[C:49](=[O:58])[CH:50]([NH2:57])[C:51]5[CH:56]=[CH:55][CH:54]=[CH:53][CH:52]=5)=[N:42][CH:43]=4)[CH:35]=2)[CH:30]=1)=[CH:23][CH:22]=3)=[O:10])[CH:6]([CH3:8])[CH3:7].CCN(C(C)C)C(C)C.[O:69]1[CH2:72][CH:71]([O:73][C:74](=O)[O:75]C2C=CC([N+]([O-])=O)=CC=2)[CH2:70]1, predict the reaction product. The product is: [CH3:1][O:2][C:3](=[O:59])[NH:4][CH:5]([C:9]([N:11]1[CH2:15][CH2:14][CH2:13][CH:12]1[C:16]1[NH:20][C:19]2[C:21]3[C:26]([CH:27]=[CH:28][C:18]=2[N:17]=1)=[CH:25][C:24]([C:29]1[CH:38]=[CH:37][C:36]2[C:31](=[CH:32][CH:33]=[C:34]([C:39]4[NH:40][C:41]([CH:44]5[CH2:48][CH2:47][CH2:46][N:45]5[C:49](=[O:58])[CH:50]([NH:57][C:74]([O:73][CH:71]5[CH2:72][O:69][CH2:70]5)=[O:75])[C:51]5[CH:56]=[CH:55][CH:54]=[CH:53][CH:52]=5)=[N:42][CH:43]=4)[CH:35]=2)[CH:30]=1)=[CH:23][CH:22]=3)=[O:10])[CH:6]([CH3:8])[CH3:7]. (6) Given the reactants Cl[C:2]1[N:3]=[N:4][CH:5]=[C:6]([C:8]([N:10]2[CH2:15][CH2:14][CH2:13][CH:12]([C:16]3[CH:21]=[CH:20][C:19]([Cl:22])=[CH:18][C:17]=3[O:23][CH2:24][CH3:25])[CH2:11]2)=[O:9])[CH:7]=1.[CH3:26][NH:27][CH3:28], predict the reaction product. The product is: [Cl:22][C:19]1[CH:20]=[CH:21][C:16]([CH:12]2[CH2:13][CH2:14][CH2:15][N:10]([C:8]([C:6]3[CH:7]=[C:2]([N:27]([CH3:28])[CH3:26])[N:3]=[N:4][CH:5]=3)=[O:9])[CH2:11]2)=[C:17]([O:23][CH2:24][CH3:25])[CH:18]=1.